From a dataset of Reaction yield outcomes from USPTO patents with 853,638 reactions. Predict the reaction yield, written as a fraction of the theoretical maximum amount of product (1.0 means a 100% yield; for example, 0.34 means a 34% yield). (1) The product is [CH:1]([C:4]1[N:8]([C:9]2[N:17]=[C:16]3[C:12]([N:13]=[C:14]([C:19]4([O:25][CH3:26])[CH2:24][CH2:23][CH2:22][N:21]([CH2:42][CH2:41][S:38]([CH3:37])(=[O:40])=[O:39])[CH2:20]4)[N:15]3[CH3:18])=[C:11]([N:27]3[CH2:28][CH2:29][O:30][CH2:31][CH2:32]3)[N:10]=2)[C:7]2[CH:33]=[CH:34][CH:35]=[CH:36][C:6]=2[N:5]=1)([CH3:3])[CH3:2]. The yield is 0.770. The reactants are [CH:1]([C:4]1[N:8]([C:9]2[N:17]=[C:16]3[C:12]([N:13]=[C:14]([C:19]4([O:25][CH3:26])[CH2:24][CH2:23][CH2:22][NH:21][CH2:20]4)[N:15]3[CH3:18])=[C:11]([N:27]3[CH2:32][CH2:31][O:30][CH2:29][CH2:28]3)[N:10]=2)[C:7]2[CH:33]=[CH:34][CH:35]=[CH:36][C:6]=2[N:5]=1)([CH3:3])[CH3:2].[CH3:37][S:38]([CH:41]=[CH2:42])(=[O:40])=[O:39]. The catalyst is O. (2) The reactants are [H-].[Al+3].[Li+].[H-].[H-].[H-].[Cl:7][C:8]1[CH:13]=[C:12]([C:14](OCC)=[O:15])[CH:11]=[C:10]([CH3:19])[N:9]=1.C(O)(=O)C. The catalyst is C1COCC1. The product is [Cl:7][C:8]1[CH:13]=[C:12]([CH2:14][OH:15])[CH:11]=[C:10]([CH3:19])[N:9]=1. The yield is 0.880.